This data is from Peptide-MHC class I binding affinity with 185,985 pairs from IEDB/IMGT. The task is: Regression. Given a peptide amino acid sequence and an MHC pseudo amino acid sequence, predict their binding affinity value. This is MHC class I binding data. (1) The peptide sequence is YCNYSKFWYL. The MHC is HLA-A02:01 with pseudo-sequence HLA-A02:01. The binding affinity (normalized) is 0.312. (2) The peptide sequence is AMLDVDLHPA. The MHC is HLA-A02:03 with pseudo-sequence HLA-A02:03. The binding affinity (normalized) is 0.934. (3) The MHC is HLA-B08:02 with pseudo-sequence HLA-B08:02. The binding affinity (normalized) is 0.0847. The peptide sequence is YSDIFNNVL. (4) The peptide sequence is GECPKFVFPL. The MHC is HLA-B40:01 with pseudo-sequence HLA-B40:01. The binding affinity (normalized) is 0.907.